From a dataset of Full USPTO retrosynthesis dataset with 1.9M reactions from patents (1976-2016). Predict the reactants needed to synthesize the given product. (1) Given the product [C:7]([NH2:6])(=[O:14])[C:8]1[CH:13]=[CH:12][CH:11]=[N:3][CH:9]=1.[C:16]([OH:14])(=[O:4])[C:18]1[CH:23]=[CH:22][CH:21]=[N:20][CH:19]=1, predict the reactants needed to synthesize it. The reactants are: C(#[N:3])C.[OH2:4].C[N:6](C)[C:7](=[O:14])[C:8]1[CH:13]=[CH:12][CH:11]=C[CH:9]=1.[C:16]([C:18]1[CH:19]=[N:20][CH:21]=[CH:22][CH:23]=1)#N. (2) Given the product [Cl:1][CH2:2][C:3]1[NH:4][C:5](=[O:16])[C:6]2[N:7]([CH3:13])[C:8]([CH3:12])=[N:9][C:10]=2[N:11]=1, predict the reactants needed to synthesize it. The reactants are: [Cl:1][CH2:2][C:3]1[N:11]=[C:10]2[C:6]([N:7]([CH3:13])[C:8]([CH3:12])=[N:9]2)=[C:5](N)[N:4]=1.N([O-])=[O:16].[Na+].O. (3) The reactants are: [H-].[H-].[H-].[H-].[Li+].[Al+3].[CH:7]1([CH2:14][O:15][C:16]2[N:21]=[C:20]([C@H:22]([OH:26])[CH2:23][C:24]#[N:25])[CH:19]=[CH:18][CH:17]=2)[CH2:13][CH2:12][CH2:11][CH2:10][CH2:9][CH2:8]1.N.CO.C(Cl)Cl. Given the product [NH2:25][CH2:24][CH2:23][C@H:22]([C:20]1[CH:19]=[CH:18][CH:17]=[C:16]([O:15][CH2:14][CH:7]2[CH2:13][CH2:12][CH2:11][CH2:10][CH2:9][CH2:8]2)[N:21]=1)[OH:26], predict the reactants needed to synthesize it. (4) Given the product [Si:1]([O:18][CH2:19][C:20]1[C:21]([N:31]2[CH2:32][C@H:33]([CH3:38])[O:34][C@H:35]([CH3:37])[CH2:36]2)=[C:22]([F:30])[C:23]([F:29])=[C:24]([CH:25]=1)[C:26]#[N:27])([C:14]([CH3:16])([CH3:15])[CH3:17])([C:8]1[CH:13]=[CH:12][CH:11]=[CH:10][CH:9]=1)[C:2]1[CH:7]=[CH:6][CH:5]=[CH:4][CH:3]=1, predict the reactants needed to synthesize it. The reactants are: [Si:1]([O:18][CH2:19][C:20]1[C:21]([N:31]2[CH2:36][C@H:35]([CH3:37])[O:34][C@H:33]([CH3:38])[CH2:32]2)=[C:22]([F:30])[C:23]([F:29])=[C:24](/[CH:26]=[N:27]/O)[CH:25]=1)([C:14]([CH3:17])([CH3:16])[CH3:15])([C:8]1[CH:13]=[CH:12][CH:11]=[CH:10][CH:9]=1)[C:2]1[CH:7]=[CH:6][CH:5]=[CH:4][CH:3]=1. (5) Given the product [CH3:30][O:31][C:32]([C:34]1[C:42]2[C:37](=[CH:38][C:39]([Br:43])=[CH:40][CH:41]=2)[N:36]([CH3:44])[CH:35]=1)=[O:33], predict the reactants needed to synthesize it. The reactants are: COC(C1N(C)C2C(C=1)=CC=C(Br)C=2)=O.COC(C1NC2C(C=1)=CC=C(Br)C=2)=O.[CH3:30][O:31][C:32]([C:34]1[C:42]2[C:37](=[CH:38][C:39]([Br:43])=[CH:40][CH:41]=2)[N:36]([CH:44](C)C)[CH:35]=1)=[O:33].COC(C1C2C(=CC(Br)=CC=2)NC=1)=O.C(Br)(C)C.COC(C1C2C(=CC(Cl)=CC=2)N(C)C=1C)=O.COC(C1C2C(=CC(Cl)=CC=2)NC=1C)=O. (6) Given the product [C:22]([C:15]1[C:16](=[O:21])[C:17]([O:19][CH3:20])=[CH:18][N:13]([C:3]2[CH:4]=[CH:5][C:6]([N:8]3[CH:12]=[CH:11][CH:10]=[N:9]3)=[CH:7][C:2]=2[F:1])[N:14]=1)(=[O:23])[CH3:24], predict the reactants needed to synthesize it. The reactants are: [F:1][C:2]1[CH:7]=[C:6]([N:8]2[CH:12]=[CH:11][CH:10]=[N:9]2)[CH:5]=[CH:4][C:3]=1[N:13]1[CH:18]=[C:17]([O:19][CH3:20])[C:16](=[O:21])[C:15]([C:22]([CH:24]2C(=O)OC(C)(C)OC2=O)=[O:23])=[N:14]1. (7) Given the product [Cl:1][C:2]1[C:3]([C:27]2[C:35]3[C:30](=[CH:31][CH:32]=[CH:33][CH:34]=3)[NH:29][CH:28]=2)=[N:4][C:5]([NH:8][C:9]2[C:10]([O:25][CH3:26])=[CH:11][C:12]([N:18]3[CH2:21][CH:20]([N:22]([CH3:24])[CH3:23])[CH2:19]3)=[C:13]([NH2:15])[CH:14]=2)=[N:6][CH:7]=1, predict the reactants needed to synthesize it. The reactants are: [Cl:1][C:2]1[C:3]([C:27]2[C:35]3[C:30](=[CH:31][CH:32]=[CH:33][CH:34]=3)[NH:29][CH:28]=2)=[N:4][C:5]([NH:8][C:9]2[CH:14]=[C:13]([N+:15]([O-])=O)[C:12]([N:18]3[CH2:21][CH:20]([N:22]([CH3:24])[CH3:23])[CH2:19]3)=[CH:11][C:10]=2[O:25][CH3:26])=[N:6][CH:7]=1.[NH4+].[Cl-]. (8) The reactants are: ClC1C=C(C=CC=1Cl)[O:5][CH:6]1[CH2:11][CH2:10][N:9]([S:12]([C:15]2[C:16]([CH3:22])=[N:17][N:18](C)[C:19]=2[CH3:20])(=[O:14])=[O:13])[CH2:8][CH2:7]1.ClC1C=C(C=CC=1Cl)NCC1CCN(S(C2C(C)=NN(C)C=2C)(=O)=O)CC1.Cl.[Cl:55][C:56]1[CH:69]=[CH:68][C:59]([CH2:60]C2(O)CCNCC2)=[CH:58][CH:57]=1. Given the product [Cl:55][C:56]1[CH:69]=[CH:68][C:59]([CH2:60][C:6]2([OH:5])[CH2:7][CH2:8][N:9]([S:12]([C:15]3[C:19]([CH3:20])=[N:18][NH:17][C:16]=3[CH3:22])(=[O:13])=[O:14])[CH2:10][CH2:11]2)=[CH:58][CH:57]=1, predict the reactants needed to synthesize it. (9) Given the product [C:21]([C:20]1[N:19]=[CH:18][C:17]([NH:23][C@@H:24]2[CH2:29][CH2:28][CH2:27][CH2:26][C@@H:25]2[NH:30][C:31](=[O:37])[O:32][C:33]([CH3:35])([CH3:34])[CH3:36])=[CH:16][C:15]=1[NH:1][C:2]1[CH:11]=[CH:10][C:9]2[C:8]([OH:12])([CH3:13])[CH2:7][CH2:6][CH2:5][C:4]=2[N:3]=1)#[N:22], predict the reactants needed to synthesize it. The reactants are: [NH2:1][C:2]1[CH:11]=[CH:10][C:9]2[C:8]([CH3:13])([OH:12])[CH2:7][CH2:6][CH2:5][C:4]=2[N:3]=1.Br[C:15]1[CH:16]=[C:17]([NH:23][C@@H:24]2[CH2:29][CH2:28][CH2:27][CH2:26][C@@H:25]2[NH:30][C:31](=[O:37])[O:32][C:33]([CH3:36])([CH3:35])[CH3:34])[CH:18]=[N:19][C:20]=1[C:21]#[N:22].CC1(C)C2C(=C(P(C3C=CC=CC=3)C3C=CC=CC=3)C=CC=2)OC2C(P(C3C=CC=CC=3)C3C=CC=CC=3)=CC=CC1=2.C(=O)([O-])[O-].[Cs+].[Cs+].